Dataset: Reaction yield outcomes from USPTO patents with 853,638 reactions. Task: Predict the reaction yield, written as a fraction of the theoretical maximum amount of product (1.0 means a 100% yield; for example, 0.34 means a 34% yield). (1) The reactants are [Li]CCCC.N(C(C)C)C(C)C.[Br:13][C:14]1[C:19]([F:20])=[CH:18][CH:17]=[C:16]([CH3:21])[N:15]=1.[I:22]I. The catalyst is O1CCCC1. The product is [Br:13][C:14]1[C:19]([F:20])=[C:18]([I:22])[CH:17]=[C:16]([CH3:21])[N:15]=1. The yield is 0.900. (2) The reactants are II.[Mg].Br[C:5]1[S:6][CH:7]=[CH:8][CH:9]=1.[C:10]([O:14][C:15]([N:17]1[CH2:22][CH2:21][C:20](C#N)([N:23]([CH3:25])[CH3:24])[CH2:19][CH2:18]1)=[O:16])([CH3:13])([CH3:12])[CH3:11].[NH4+].[Cl-]. The catalyst is C(OCC)C.C1COCC1.CCOC(C)=O.CCCCCC. The product is [C:10]([O:14][C:15]([N:17]1[CH2:18][CH2:19][C:20]([N:23]([CH3:25])[CH3:24])([C:5]2[S:6][CH:7]=[CH:8][CH:9]=2)[CH2:21][CH2:22]1)=[O:16])([CH3:13])([CH3:12])[CH3:11]. The yield is 0.250. (3) The reactants are Br[C:2]1[CH:3]=[C:4]([CH:7]=[CH:8][C:9]=1[O:10][C:11]1[CH:16]=[CH:15][CH:14]=[CH:13][CH:12]=1)[CH:5]=[O:6].[CH3:17][C:18]1[CH:23]=[C:22]([O:24][CH2:25][CH2:26][CH2:27][S:28][CH3:29])[CH:21]=[C:20]([CH3:30])[C:19]=1B(O)O.C1(P(C2CCCCC2)C2C=CC=CC=2C2C(OC)=CC=CC=2OC)CCCCC1.P([O-])([O-])([O-])=O.[K+].[K+].[K+]. The catalyst is C1(C)C=CC=CC=1.O.C(OCC)(=O)C.C1C=CC(/C=C/C(/C=C/C2C=CC=CC=2)=O)=CC=1.C1C=CC(/C=C/C(/C=C/C2C=CC=CC=2)=O)=CC=1.C1C=CC(/C=C/C(/C=C/C2C=CC=CC=2)=O)=CC=1.[Pd].[Pd]. The product is [CH3:17][C:18]1[CH:23]=[C:22]([O:24][CH2:25][CH2:26][CH2:27][S:28][CH3:29])[CH:21]=[C:20]([CH3:30])[C:19]=1[C:2]1[C:9]([O:10][C:11]2[CH:16]=[CH:15][CH:14]=[CH:13][CH:12]=2)=[CH:8][CH:7]=[C:4]([CH:5]=[O:6])[CH:3]=1. The yield is 0.700. (4) The reactants are [Si:1]([O:8][CH2:9][C@@H:10]1[C@H:14]2[O:15][C:16]([CH3:19])([CH3:18])[O:17][C@H:13]2[C@@H:12]([OH:20])[C:11]1=[CH2:21])([C:4]([CH3:7])([CH3:6])[CH3:5])([CH3:3])[CH3:2].[CH2:22]([Zn]CC)C.ICI. The catalyst is CCOCC. The product is [Si:1]([O:8][CH2:9][C@H:10]1[C:11]2([CH2:22][CH2:21]2)[C@H:12]([OH:20])[C@@H:13]2[O:17][C:16]([CH3:19])([CH3:18])[O:15][C@H:14]12)([C:4]([CH3:7])([CH3:6])[CH3:5])([CH3:2])[CH3:3]. The yield is 0.930. (5) The reactants are [O:1]=[S:2]1(=[O:22])[C:7]2[CH:8]=[CH:9][CH:10]=[CH:11][C:6]=2[C:5]([C:12]2[CH:21]=[CH:20][C:15]([C:16]([O:18][CH3:19])=[O:17])=[CH:14][CH:13]=2)=[CH:4][CH2:3]1. The catalyst is CO. The product is [O:1]=[S:2]1(=[O:22])[C:7]2[CH:8]=[CH:9][CH:10]=[CH:11][C:6]=2[CH:5]([C:12]2[CH:21]=[CH:20][C:15]([C:16]([O:18][CH3:19])=[O:17])=[CH:14][CH:13]=2)[CH2:4][CH2:3]1. The yield is 0.730. (6) The yield is 0.800. The reactants are [CH3:1][O:2][C:3]1[CH:12]=[C:11]2[C:6]([CH:7]=[CH:8][CH:9]=[C:10]2[CH2:13][C:14]([NH2:16])=O)=[CH:5][CH:4]=1.C1COCC1.FC(F)(F)C(OC(=O)C(F)(F)F)=O. The product is [CH3:1][O:2][C:3]1[CH:12]=[C:11]2[C:6]([CH:7]=[CH:8][CH:9]=[C:10]2[CH2:13][C:14]#[N:16])=[CH:5][CH:4]=1. The catalyst is C(N(CC)CC)C. (7) The reactants are [Br:1][C:2]1[CH:7]=[CH:6][C:5]([CH2:8]O)=[C:4]([CH2:10][CH3:11])[CH:3]=1.P(Br)(Br)[Br:13]. The catalyst is C(Cl)(Cl)Cl. The product is [Br:1][C:2]1[CH:7]=[CH:6][C:5]([CH2:8][Br:13])=[C:4]([CH2:10][CH3:11])[CH:3]=1. The yield is 0.830.